From a dataset of Forward reaction prediction with 1.9M reactions from USPTO patents (1976-2016). Predict the product of the given reaction. (1) Given the reactants [CH2:1]([C:3]([F:31])([CH2:29][CH3:30])[CH2:4][N:5]1[CH2:10][CH2:9][CH:8]([CH2:11][O:12][C:13]2[N:18]=[N:17][C:16]([C:19]3[CH:28]=[CH:27][C:22]([C:23]([O:25]C)=[O:24])=[CH:21][CH:20]=3)=[CH:15][CH:14]=2)[CH2:7][CH2:6]1)[CH3:2].O[Li].O, predict the reaction product. The product is: [CH2:1]([C:3]([F:31])([CH2:29][CH3:30])[CH2:4][N:5]1[CH2:10][CH2:9][CH:8]([CH2:11][O:12][C:13]2[N:18]=[N:17][C:16]([C:19]3[CH:20]=[CH:21][C:22]([C:23]([OH:25])=[O:24])=[CH:27][CH:28]=3)=[CH:15][CH:14]=2)[CH2:7][CH2:6]1)[CH3:2]. (2) Given the reactants [C:1]([N:8]1[CH2:12][CH2:11][C@@H:10](O)[CH2:9]1)([O:3][C:4]([CH3:7])([CH3:6])[CH3:5])=[O:2].C(N(S(F)(F)[F:20])CC)C.C([O-])(O)=O.[Na+], predict the reaction product. The product is: [C:1]([N:8]1[CH2:12][CH2:11][C@H:10]([F:20])[CH2:9]1)([O:3][C:4]([CH3:7])([CH3:6])[CH3:5])=[O:2]. (3) Given the reactants C([O:8][C@H:9]1[C@@H:14]([O:15]CC2C=CC=CC=2)[C@H:13]([O:23]CC2C=CC=CC=2)[C@@H:12]([CH2:31][O:32]CC2C=CC=CC=2)[O:11][C@:10]21[CH2:48][CH2:47][C:46]1[C:41](=[CH:42][CH:43]=[C:44]([O:49]CC3C=CC=CC=3)[CH:45]=1)[O:40]2)C1C=CC=CC=1.[F:57][C:58]([F:77])([F:76])[S:59](N(C1C=CC=CC=1)[S:59]([C:58]([F:77])([F:76])[F:57])(=[O:61])=[O:60])(=[O:61])=[O:60], predict the reaction product. The product is: [OH:8][C@H:9]1[C@@H:14]([OH:15])[C@H:13]([OH:23])[C@@H:12]([CH2:31][OH:32])[O:11][C@:10]21[CH2:48][CH2:47][C:46]1[C:41](=[CH:42][CH:43]=[C:44]([O:49][S:59]([C:58]([F:77])([F:76])[F:57])(=[O:61])=[O:60])[CH:45]=1)[O:40]2. (4) Given the reactants Cl[C:2]([O:4][C:5]1[CH:10]=[CH:9][CH:8]=[CH:7][CH:6]=1)=[O:3].[CH3:11][O:12][C:13]1[CH:19]=[CH:18][C:17]([N:20]2[CH2:25][CH2:24][O:23][CH2:22][CH2:21]2)=[CH:16][C:14]=1[NH2:15].C([O-])(O)=O.[Na+], predict the reaction product. The product is: [C:5]1([O:4][C:2](=[O:3])[NH:15][C:14]2[CH:16]=[C:17]([N:20]3[CH2:21][CH2:22][O:23][CH2:24][CH2:25]3)[CH:18]=[CH:19][C:13]=2[O:12][CH3:11])[CH:10]=[CH:9][CH:8]=[CH:7][CH:6]=1. (5) Given the reactants [C:1]([C:3]1[CH:8]=[CH:7][C:6]([CH2:9][CH2:10][C:11]([O:13][CH3:14])=[O:12])=[C:5]([F:15])[CH:4]=1)#[CH:2].Br[C:17]1[CH:22]=[CH:21][CH:20]=[CH:19][C:18]=1[CH3:23], predict the reaction product. The product is: [F:15][C:5]1[CH:4]=[C:3]([C:1]#[C:2][C:17]2[CH:22]=[CH:21][CH:20]=[CH:19][C:18]=2[CH3:23])[CH:8]=[CH:7][C:6]=1[CH2:9][CH2:10][C:11]([O:13][CH3:14])=[O:12]. (6) The product is: [NH2:2][C:3]1[C:12]2[N:13]=[C:14]([CH2:38][CH2:39][O:40][CH3:41])[N:15]([CH2:16][CH2:17][CH2:18][N:19]([CH2:24][C:25]3[CH:26]=[C:27]([CH:35]=[CH:36][CH:37]=3)[O:28][CH:29]([CH3:34])[C:30]([O:32][CH3:33])=[O:31])[C:20](=[O:23])[CH2:21][N:44]([CH2:45][CH3:46])[CH2:42][CH3:43])[C:11]=2[C:10]2[CH:9]=[CH:8][CH:7]=[CH:6][C:5]=2[N:4]=1. Given the reactants Cl.[NH2:2][C:3]1[C:12]2[N:13]=[C:14]([CH2:38][CH2:39][O:40][CH3:41])[N:15]([CH2:16][CH2:17][CH2:18][N:19]([CH2:24][C:25]3[CH:26]=[C:27]([CH:35]=[CH:36][CH:37]=3)[O:28][CH:29]([CH3:34])[C:30]([O:32][CH3:33])=[O:31])[C:20](=[O:23])[CH2:21]Cl)[C:11]=2[C:10]2[CH:9]=[CH:8][CH:7]=[CH:6][C:5]=2[N:4]=1.[CH2:42]([NH:44][CH2:45][CH3:46])[CH3:43], predict the reaction product. (7) Given the reactants [O:1]=[C:2]1[CH2:9][C:6]([CH3:8])([CH3:7])[CH2:5][C:4]([CH3:10])=[CH:3]1.[CH:11]#[N:12], predict the reaction product. The product is: [CH3:7][C:6]1([CH3:8])[CH2:5][C:4]([C:11]#[N:12])([CH3:10])[CH2:3][C:2](=[O:1])[CH2:9]1.